This data is from Full USPTO retrosynthesis dataset with 1.9M reactions from patents (1976-2016). The task is: Predict the reactants needed to synthesize the given product. (1) Given the product [CH3:1][O:2][C:3]1[CH:4]=[C:5]([C:11]2[CH:16]=[N:15][NH:14][C:13](=[O:17])[CH:12]=2)[CH:6]=[CH:7][C:8]=1[O:9][CH3:10], predict the reactants needed to synthesize it. The reactants are: [CH3:1][O:2][C:3]1[CH:4]=[C:5]([CH:11]2[CH:16]=[N:15][NH:14][C:13](=[O:17])[CH2:12]2)[CH:6]=[CH:7][C:8]=1[O:9][CH3:10].CS(C)=O.BrN1C(=O)CCC1=O. (2) Given the product [OH:16][C:15]1[C:14]2[C:9](=[CH:10][CH:11]=[C:12]([CH3:17])[N:13]=2)[N:8]=[CH:7][C:6]=1[C:4]([OH:5])=[O:3], predict the reactants needed to synthesize it. The reactants are: C([O:3][C:4]([C:6]1[CH:7]=[N:8][C:9]2[C:14]([C:15]=1[OH:16])=[N:13][C:12]([CH3:17])=[CH:11][CH:10]=2)=[O:5])C.Cl. (3) Given the product [F:35][C:27]1[CH:28]=[C:29]([C:2]2[N:3]=[N:4][C:5]([O:8][CH2:9][CH:10]3[CH2:15][CH2:14][N:13]([CH2:16][C:17]([F:20])([CH3:19])[CH3:18])[CH2:12][CH2:11]3)=[CH:6][CH:7]=2)[CH:30]=[CH:31][C:26]=1[C:24]([O:23][CH2:21][CH3:22])=[O:25], predict the reactants needed to synthesize it. The reactants are: Cl[C:2]1[N:3]=[N:4][C:5]([O:8][CH2:9][CH:10]2[CH2:15][CH2:14][N:13]([CH2:16][C:17]([F:20])([CH3:19])[CH3:18])[CH2:12][CH2:11]2)=[CH:6][CH:7]=1.[CH2:21]([O:23][C:24]([C:26]1[CH:31]=[CH:30][C:29](B(O)O)=[CH:28][C:27]=1[F:35])=[O:25])[CH3:22].C([O-])([O-])=O.[Na+].[Na+].O. (4) Given the product [NH2:1][C:2]1[C:3]2[N:11]=[C:10]([C:12]3[CH:13]=[C:14]([CH:18]=[CH:19][CH:20]=3)[C:15]([NH:21][CH2:22][CH2:23][OH:24])=[O:17])[CH:9]=[CH:8][C:4]=2[N:5]=[CH:6][N:7]=1, predict the reactants needed to synthesize it. The reactants are: [NH2:1][C:2]1[C:3]2[N:11]=[C:10]([C:12]3[CH:13]=[C:14]([CH:18]=[CH:19][CH:20]=3)[C:15]([OH:17])=O)[CH:9]=[CH:8][C:4]=2[N:5]=[CH:6][N:7]=1.[NH2:21][CH2:22][CH2:23][OH:24].CN(C(ON1N=NC2C=CC=NC1=2)=[N+](C)C)C.F[P-](F)(F)(F)(F)F.CCN(C(C)C)C(C)C. (5) Given the product [O:23]=[S:19]1(=[O:22])[CH2:20][CH2:21][N:16]([CH2:15][C@@H:13]2[CH2:12][C@H:11]([NH2:10])[CH2:14]2)[CH2:17][CH2:18]1, predict the reactants needed to synthesize it. The reactants are: C(OC(=O)[NH:10][C@H:11]1[CH2:14][C@@H:13]([CH2:15][N:16]2[CH2:21][CH2:20][S:19](=[O:23])(=[O:22])[CH2:18][CH2:17]2)[CH2:12]1)C1C=CC=CC=1. (6) Given the product [ClH:36].[CH2:17]([O:16][C:14](=[O:15])[NH:13][CH2:12][CH2:11][CH2:10][CH2:9][C@H:8]([NH2:7])[C:24]([C:26]1[S:27][C:28]2[CH:34]=[CH:33][CH:32]=[CH:31][C:29]=2[N:30]=1)=[O:25])[C:18]1[CH:23]=[CH:22][CH:21]=[CH:20][CH:19]=1, predict the reactants needed to synthesize it. The reactants are: C(OC(=O)[NH:7][C@H:8]([C:24]([C:26]1[S:27][C:28]2[CH:34]=[CH:33][CH:32]=[CH:31][C:29]=2[N:30]=1)=[O:25])[CH2:9][CH2:10][CH2:11][CH2:12][NH:13][C:14]([O:16][CH2:17][C:18]1[CH:23]=[CH:22][CH:21]=[CH:20][CH:19]=1)=[O:15])(C)(C)C.[ClH:36].CC(=O)OCC. (7) Given the product [Cl:32][C:28]1[CH:29]=[CH:30][CH:31]=[C:2]([Cl:1])[C:3]=1[C:4]([NH:6][C:7]1[C:8]([C:12]2[NH:16][C:15]3[CH:17]=[CH:18][C:19]([C:21]([N:22]4[CH2:23][CH2:24][O:25][CH2:26][CH2:27]4)=[O:42])=[CH:20][C:14]=3[N:13]=2)=[N:9][NH:10][CH:11]=1)=[O:5], predict the reactants needed to synthesize it. The reactants are: [Cl:1][C:2]1[CH:31]=[CH:30][CH:29]=[C:28]([Cl:32])[C:3]=1[C:4]([NH:6][C:7]1[C:8]([C:12]2[NH:16][C:15]3[CH:17]=[CH:18][C:19]([CH2:21][N:22]4[CH2:27][CH2:26][O:25][CH2:24][CH2:23]4)=[CH:20][C:14]=3[N:13]=2)=[N:9][NH:10][CH:11]=1)=[O:5].NC1C=C(C(N2CCOCC2)=[O:42])C=CC=1N. (8) Given the product [CH3:1][S:2]([C:5]1[C:13]2[C:12]([NH2:14])=[CH:11][CH:10]=[C:9]([S:17][CH3:18])[C:8]=2[NH:7][CH:6]=1)(=[O:3])=[O:4], predict the reactants needed to synthesize it. The reactants are: [CH3:1][S:2]([C:5]1[C:13]2[C:8](=[C:9]([S:17][CH3:18])[CH:10]=[CH:11][C:12]=2[N+:14]([O-])=O)[NH:7][CH:6]=1)(=[O:4])=[O:3].